The task is: Regression. Given two drug SMILES strings and cell line genomic features, predict the synergy score measuring deviation from expected non-interaction effect.. This data is from NCI-60 drug combinations with 297,098 pairs across 59 cell lines. (1) Drug 1: C1CCN(CC1)CCOC2=CC=C(C=C2)C(=O)C3=C(SC4=C3C=CC(=C4)O)C5=CC=C(C=C5)O. Drug 2: CC1=C(N=C(N=C1N)C(CC(=O)N)NCC(C(=O)N)N)C(=O)NC(C(C2=CN=CN2)OC3C(C(C(C(O3)CO)O)O)OC4C(C(C(C(O4)CO)O)OC(=O)N)O)C(=O)NC(C)C(C(C)C(=O)NC(C(C)O)C(=O)NCCC5=NC(=CS5)C6=NC(=CS6)C(=O)NCCC[S+](C)C)O. Cell line: HS 578T. Synergy scores: CSS=-0.580, Synergy_ZIP=1.37, Synergy_Bliss=5.50, Synergy_Loewe=-0.914, Synergy_HSA=0.780. (2) Drug 1: CN(CC1=CN=C2C(=N1)C(=NC(=N2)N)N)C3=CC=C(C=C3)C(=O)NC(CCC(=O)O)C(=O)O. Drug 2: C(CN)CNCCSP(=O)(O)O. Cell line: OVCAR-5. Synergy scores: CSS=30.6, Synergy_ZIP=-2.92, Synergy_Bliss=-4.18, Synergy_Loewe=-45.6, Synergy_HSA=-5.45. (3) Drug 1: C1CN(P(=O)(OC1)NCCCl)CCCl. Drug 2: CCC1(C2=C(COC1=O)C(=O)N3CC4=CC5=C(C=CC(=C5CN(C)C)O)N=C4C3=C2)O.Cl. Cell line: NCI-H522. Synergy scores: CSS=35.1, Synergy_ZIP=-1.15, Synergy_Bliss=-2.93, Synergy_Loewe=-57.4, Synergy_HSA=-2.92. (4) Drug 1: C1=C(C(=O)NC(=O)N1)F. Drug 2: C1=NC(=NC(=O)N1C2C(C(C(O2)CO)O)O)N. Cell line: OVCAR3. Synergy scores: CSS=63.5, Synergy_ZIP=-2.27, Synergy_Bliss=-3.70, Synergy_Loewe=-1.56, Synergy_HSA=-1.33.